The task is: Predict the reactants needed to synthesize the given product.. This data is from Full USPTO retrosynthesis dataset with 1.9M reactions from patents (1976-2016). (1) Given the product [F:71][C:43]1[CH:44]=[C:45]([C:48]2[CH:53]=[CH:52][C:51]([C:54]([F:57])([F:56])[F:55])=[CH:50][C:49]=2[C:58]2[CH2:63][CH2:62][NH:61][CH2:60][CH:59]=2)[CH:46]=[CH:47][C:42]=1[C:39]1[N:40]=[CH:41][C:36]([NH2:35])=[N:37][CH:38]=1, predict the reactants needed to synthesize it. The reactants are: CC1(C)C(C)(C)OB(C2CCN(C(OC(C)(C)C)=O)CC=2)O1.BrC1C=C(C(F)(F)F)C=CC=1Cl.[NH2:35][C:36]1[N:37]=[CH:38][C:39]([C:42]2[CH:47]=[CH:46][C:45]([C:48]3[CH:53]=[CH:52][C:51]([C:54]([F:57])([F:56])[F:55])=[CH:50][C:49]=3[C:58]3[CH2:63][CH2:62][N:61](C(OC(C)(C)C)=O)[CH2:60][CH:59]=3)=[CH:44][C:43]=2[F:71])=[N:40][CH:41]=1.C(O)(C(F)(F)F)=O. (2) Given the product [C:19]1([CH3:22])[CH:18]=[CH:17][C:16]([S:13]([CH:9]([N+:10]#[C-:11])[C:3]2[CH:4]=[C:5]([F:8])[CH:6]=[CH:7][C:2]=2[F:1])(=[O:15])=[O:14])=[CH:21][CH:20]=1, predict the reactants needed to synthesize it. The reactants are: [F:1][C:2]1[CH:7]=[CH:6][C:5]([F:8])=[CH:4][C:3]=1[CH:9]([S:13]([C:16]1[CH:21]=[CH:20][C:19]([CH3:22])=[CH:18][CH:17]=1)(=[O:15])=[O:14])[NH:10][CH:11]=O.P(Cl)(Cl)(Cl)=O.N1C(C)=CC=CC=1C.C(=O)(O)[O-].[Na+]. (3) Given the product [CH2:27]([O:34][C:35]1[CH:40]=[CH:39][C:38]([CH2:41][CH2:42][N:43]2[CH2:16][CH2:15][N:5]([CH2:6][CH2:7][CH2:8][C:9]3[CH:14]=[CH:13][CH:12]=[CH:11][CH:10]=3)[CH2:4][CH2:3]2)=[CH:37][C:36]=1[O:44][CH3:45])[C:28]1[CH:33]=[CH:32][CH:31]=[CH:30][CH:29]=1, predict the reactants needed to synthesize it. The reactants are: [Cl-].Cl[CH2:3][CH2:4][NH+:5]([CH2:15][CH2:16]Cl)[CH2:6][CH2:7][CH2:8][C:9]1[CH:14]=[CH:13][CH:12]=[CH:11][CH:10]=1.C(=O)([O-])[O-].[K+].[K+].[I-].[Na+].Cl.[CH2:27]([O:34][C:35]1[CH:40]=[CH:39][C:38]([CH2:41][CH2:42][NH2:43])=[CH:37][C:36]=1[O:44][CH3:45])[C:28]1[CH:33]=[CH:32][CH:31]=[CH:30][CH:29]=1. (4) Given the product [CH:22]([C:25]1[CH:30]=[CH:29][CH:28]=[CH:27][C:26]=1[S:31][C:2]1[CH:12]=[CH:11][C:5](/[CH:6]=[CH:7]/[C:8]([OH:10])=[O:9])=[CH:4][C:3]=1[N+:13]([O-:15])=[O:14])([CH3:24])[CH3:23], predict the reactants needed to synthesize it. The reactants are: Cl[C:2]1[CH:12]=[CH:11][C:5]([CH:6]=[CH:7][C:8]([OH:10])=[O:9])=[CH:4][C:3]=1[N+:13]([O-:15])=[O:14].C([O-])([O-])=O.[K+].[K+].[CH:22]([C:25]1[CH:30]=[CH:29][CH:28]=[CH:27][C:26]=1[SH:31])([CH3:24])[CH3:23].Cl. (5) The reactants are: Cl.Cl.Cl.[O:4]1[C:12]2[CH:11]=[CH:10][N:9]=[C:8]([N:13]3[CH2:18][CH2:17][N:16]([CH2:19][CH2:20][C@H:21]4[CH2:26][CH2:25][C@H:24]([NH2:27])[CH2:23][CH2:22]4)[CH2:15][CH2:14]3)[C:7]=2[CH2:6][CH2:5]1.[O:28]=[S:29]1(=[O:44])[CH2:34][CH2:33][N:32]([C:35]2[CH:43]=[CH:42][C:38]([C:39](O)=[O:40])=[CH:37][CH:36]=2)[CH2:31][CH2:30]1. Given the product [O:4]1[C:12]2[CH:11]=[CH:10][N:9]=[C:8]([N:13]3[CH2:18][CH2:17][N:16]([CH2:19][CH2:20][C@H:21]4[CH2:26][CH2:25][C@H:24]([NH:27][C:39](=[O:40])[C:38]5[CH:42]=[CH:43][C:35]([N:32]6[CH2:31][CH2:30][S:29](=[O:44])(=[O:28])[CH2:34][CH2:33]6)=[CH:36][CH:37]=5)[CH2:23][CH2:22]4)[CH2:15][CH2:14]3)[C:7]=2[CH2:6][CH2:5]1, predict the reactants needed to synthesize it. (6) Given the product [Cl:1][C:2]1[CH:10]=[CH:9][C:8]([S:11]([CH3:14])(=[O:13])=[O:12])=[CH:7][C:3]=1[C:4]([NH:30][CH2:29][C:19]1([C:22]2[CH:23]=[N:24][C:25]([F:28])=[CH:26][CH:27]=2)[CH2:20][CH2:21][C:16]([F:15])([F:31])[CH2:17][CH2:18]1)=[O:6], predict the reactants needed to synthesize it. The reactants are: [Cl:1][C:2]1[CH:10]=[CH:9][C:8]([S:11]([CH3:14])(=[O:13])=[O:12])=[CH:7][C:3]=1[C:4]([OH:6])=O.[F:15][C:16]1([F:31])[CH2:21][CH2:20][C:19]([CH2:29][NH2:30])([C:22]2[CH:23]=[N:24][C:25]([F:28])=[CH:26][CH:27]=2)[CH2:18][CH2:17]1. (7) Given the product [C:29]([OH:34])(=[O:33])[C:30]([OH:32])=[O:31].[NH2:3][CH2:12][C:13]1([NH:16][C:17](=[O:23])[O:18][C:19]([CH3:21])([CH3:20])[CH3:22])[CH2:14][CH2:15]1, predict the reactants needed to synthesize it. The reactants are: O=C1C2C(=CC=CC=2)C(=O)[N:3]1[CH2:12][C:13]1([NH:16][C:17](=[O:23])[O:18][C:19]([CH3:22])([CH3:21])[CH3:20])[CH2:15][CH2:14]1.O.NN.O.O.[C:29]([OH:34])(=[O:33])[C:30]([OH:32])=[O:31].